This data is from Catalyst prediction with 721,799 reactions and 888 catalyst types from USPTO. The task is: Predict which catalyst facilitates the given reaction. (1) Reactant: Cl.C[N:3](C)CCCN=C=NCC.O[N:14]1[C:18]2[CH:19]=[CH:20][CH:21]=[CH:22][C:17]=2N=N1.N1C=CC=C(C[CH2:30][C:31](O)=[O:32])C=1.[F:34][C:35]1[CH:36]=[N:37][C:38]([O:50][C:51]2[CH:56]=[CH:55][CH:54]=[C:53]([S:57][CH3:58])[CH:52]=2)=[C:39]([CH:49]=1)[C:40]([NH:42][CH:43]1[CH2:48][CH2:47][NH:46][CH2:45][CH2:44]1)=[O:41].CN1CCOCC1. Product: [NH3:3].[F:34][C:35]1[CH:36]=[N:37][C:38]([O:50][C:51]2[CH:56]=[CH:55][CH:54]=[C:53]([S:57][CH3:58])[CH:52]=2)=[C:39]([CH:49]=1)[C:40]([NH:42][CH:43]1[CH2:44][CH2:45][N:46]([C:31](=[O:32])[CH2:30][CH2:17][C:22]2[CH:21]=[CH:20][CH:19]=[CH:18][N:14]=2)[CH2:47][CH2:48]1)=[O:41]. The catalyst class is: 4. (2) Reactant: [F:1][C:2]1[C:11]([NH2:12])=[CH:10][CH:9]=[C:8]2[C:3]=1[CH2:4][CH2:5][NH:6][CH2:7]2.[C:13](O[C:13]([O:15][C:16]([CH3:19])([CH3:18])[CH3:17])=[O:14])([O:15][C:16]([CH3:19])([CH3:18])[CH3:17])=[O:14]. Product: [NH2:12][C:11]1[C:2]([F:1])=[C:3]2[C:8](=[CH:9][CH:10]=1)[CH2:7][N:6]([C:13]([O:15][C:16]([CH3:19])([CH3:18])[CH3:17])=[O:14])[CH2:5][CH2:4]2. The catalyst class is: 2.